From a dataset of Full USPTO retrosynthesis dataset with 1.9M reactions from patents (1976-2016). Predict the reactants needed to synthesize the given product. Given the product [O:64]=[C:63]1[NH:62][C@H:59]2[CH2:60][S:61][C@@H:57]([CH2:56][CH2:55][CH2:54][CH2:53][C:51]([NH:27][CH2:26][CH2:25][CH2:24][CH2:23][NH:22][C:21]3[N:16]4[N:15]=[C:14]([C:28]5[CH:29]=[CH:30][C:31]([O:34][CH3:35])=[CH:32][CH:33]=5)[C:13]([C:11]5[CH:10]=[CH:9][N:8]=[C:7]([NH:6][CH:1]6[CH2:2][CH2:3][CH2:4][CH2:5]6)[N:12]=5)=[C:17]4[CH:18]=[CH:19][CH:20]=3)=[O:50])[C@H:58]2[NH:65]1, predict the reactants needed to synthesize it. The reactants are: [CH:1]1([NH:6][C:7]2[N:12]=[C:11]([C:13]3[C:14]([C:28]4[CH:33]=[CH:32][C:31]([O:34][CH3:35])=[CH:30][CH:29]=4)=[N:15][N:16]4[C:21]([NH:22][CH2:23][CH2:24][CH2:25][CH2:26][NH2:27])=[CH:20][CH:19]=[CH:18][C:17]=34)[CH:10]=[CH:9][N:8]=2)[CH2:5][CH2:4][CH2:3][CH2:2]1.C(N(CC)CC)C.C1C(=O)N([O:50][C:51]([CH2:53][CH2:54][CH2:55][CH2:56][C@@H:57]2[S:61][CH2:60][C@@H:59]3[NH:62][C:63]([NH:65][C@H:58]23)=[O:64])=O)C(=O)C1.O.